The task is: Predict the product of the given reaction.. This data is from Forward reaction prediction with 1.9M reactions from USPTO patents (1976-2016). The product is: [CH3:28][P:26]([C:29]1[CH:35]=[CH:34][C:32]([NH:33][C:2]2[CH:7]=[C:6]([NH:8][C:9]3[CH:14]=[CH:13][CH:12]=[CH:11][C:10]=3[S:15]([CH:18]([CH3:20])[CH3:19])(=[O:17])=[O:16])[C:5]([C:21]([F:24])([F:23])[F:22])=[CH:4][N:3]=2)=[C:31]([O:36][C:37]([F:38])([F:40])[F:39])[CH:30]=1)([CH3:25])=[O:27]. Given the reactants Cl[C:2]1[CH:7]=[C:6]([NH:8][C:9]2[CH:14]=[CH:13][CH:12]=[CH:11][C:10]=2[S:15]([CH:18]([CH3:20])[CH3:19])(=[O:17])=[O:16])[C:5]([C:21]([F:24])([F:23])[F:22])=[CH:4][N:3]=1.[CH3:25][P:26]([C:29]1[CH:35]=[CH:34][C:32]([NH2:33])=[C:31]([O:36][C:37]([F:40])([F:39])[F:38])[CH:30]=1)([CH3:28])=[O:27], predict the reaction product.